This data is from Reaction yield outcomes from USPTO patents with 853,638 reactions. The task is: Predict the reaction yield, written as a fraction of the theoretical maximum amount of product (1.0 means a 100% yield; for example, 0.34 means a 34% yield). (1) The reactants are [NH:1]1[CH2:6][CH2:5][O:4][CH2:3][CH2:2]1.[F:7][C:8]1[CH:9]=[C:10]([CH:13]=[CH:14][C:15]=1F)[CH:11]=[O:12]. No catalyst specified. The product is [F:7][C:8]1[CH:9]=[C:10]([CH:13]=[CH:14][C:15]=1[N:1]1[CH2:6][CH2:5][O:4][CH2:3][CH2:2]1)[CH:11]=[O:12]. The yield is 0.890. (2) The reactants are C[O:2][C:3](=[O:41])[C@H:4]([CH2:23][C:24]1[CH:29]=[CH:28][C:27]([NH:30][C:31]([C:33]2[C:38]([Cl:39])=[CH:37][CH:36]=[CH:35][C:34]=2[Cl:40])=[O:32])=[CH:26][CH:25]=1)[NH:5][C:6]([C:8]1([CH2:14][C:15]2[CH:20]=[CH:19][C:18]([O:21][CH3:22])=[CH:17][CH:16]=2)[CH2:13][CH2:12][CH2:11][CH2:10][CH2:9]1)=[O:7].[OH-].[Na+]. The catalyst is C(O)C. The product is [Cl:39][C:38]1[CH:37]=[CH:36][CH:35]=[C:34]([Cl:40])[C:33]=1[C:31]([NH:30][C:27]1[CH:26]=[CH:25][C:24]([CH2:23][C@@H:4]([C:3]([OH:41])=[O:2])[NH:5][C:6]([C:8]2([CH2:14][C:15]3[CH:16]=[CH:17][C:18]([O:21][CH3:22])=[CH:19][CH:20]=3)[CH2:9][CH2:10][CH2:11][CH2:12][CH2:13]2)=[O:7])=[CH:29][CH:28]=1)=[O:32]. The yield is 0.820. (3) The reactants are [CH3:1][O:2][C:3]1[CH:8]=[C:7]([CH2:9][C:10]2[C:15](=[O:16])[NH:14][C:13]([CH3:17])=[N:12][C:11]=2[CH2:18][CH2:19][CH3:20])[CH:6]=[CH:5][C:4]=1[C:21]1[C:22]([C:27]#[N:28])=[CH:23][CH:24]=[CH:25][CH:26]=1.[CH:29]([O:32][C:33]1[CH:38]=[CH:37][C:36](B(O)O)=[CH:35][CH:34]=1)([CH3:31])[CH3:30].C([N:44](CC)CC)C.N1C=CC=CC=1.[C:55]([O:58]CC)(=[O:57])C. The catalyst is ClCCl.C([O-])(=O)C.[Cu+2].C([O-])(=O)C. The product is [CH:29]([O:32][C:33]1[CH:38]=[CH:37][C:36]([N:14]2[C:15](=[O:16])[C:10]([CH2:9][C:7]3[CH:6]=[CH:5][C:4]([C:21]4[CH:26]=[CH:25][CH:24]=[CH:23][C:22]=4[C:27]4[NH:44][C:55](=[O:57])[O:58][N:28]=4)=[C:3]([O:2][CH3:1])[CH:8]=3)=[C:11]([CH2:18][CH2:19][CH3:20])[N:12]=[C:13]2[CH3:17])=[CH:35][CH:34]=1)([CH3:31])[CH3:30]. The yield is 0.580. (4) The reactants are [Cl:1][C:2]1[CH:7]=[C:6]([OH:8])[C:5]([Cl:9])=[CH:4][C:3]=1[CH2:10][C:11]([O:13][CH3:14])=[O:12].[F:15][C:16]([F:35])([F:34])[S:17](N(C1C=CC=CC=1)[S:17]([C:16]([F:35])([F:34])[F:15])(=[O:19])=[O:18])(=[O:19])=[O:18].C(=O)([O-])[O-].[K+].[K+]. The catalyst is C1COCC1. The product is [Cl:1][C:2]1[CH:7]=[C:6]([O:8][S:17]([C:16]([F:35])([F:34])[F:15])(=[O:19])=[O:18])[C:5]([Cl:9])=[CH:4][C:3]=1[CH2:10][C:11]([O:13][CH3:14])=[O:12]. The yield is 0.930. (5) The reactants are [Cl-].[NH2:2][NH2:3].C(O[CH:7]=[CH:8][C:9](=O)[C:10]([F:13])([F:12])[F:11])C. The catalyst is CCO. The product is [F:11][C:10]([F:13])([F:12])[C:9]1[CH:8]=[CH:7][NH:3][N:2]=1. The yield is 0.860. (6) The reactants are C(N(CC)CC)C.[CH:8]([C:10]1[C:18]2[C:13](=[CH:14][CH:15]=[CH:16][CH:17]=2)[N:12](C(OC(C)(C)C)=O)[CH:11]=1)=[O:9].[CH:26](=[N:33][C:34]1[CH:39]=[C:38]([O:40][CH3:41])[N:37]=[CH:36][N:35]=1)[C:27]1[CH:32]=[CH:31][CH:30]=[CH:29][CH:28]=1. The catalyst is [Cl-].C([N+]1C(C)=C(CCO)SC=1)C1C=CC=CC=1.C(O)C.CO. The product is [NH:12]1[C:13]2[C:18](=[CH:17][CH:16]=[CH:15][CH:14]=2)[C:10]([C:8](=[O:9])[CH:26]([NH:33][C:34]2[CH:39]=[C:38]([O:40][CH3:41])[N:37]=[CH:36][N:35]=2)[C:27]2[CH:28]=[CH:29][CH:30]=[CH:31][CH:32]=2)=[CH:11]1. The yield is 0.0500. (7) The reactants are Cl[C:2]1[CH:7]=[C:6]([O:8][C:9]2[CH:10]=[CH:11][C:12]([NH2:15])=[N:13][CH:14]=2)[CH:5]=[CH:4][N:3]=1.B(O)(O)[C:17]1[CH:22]=[N:21][CH:20]=[N:19][CH:18]=1.C([O-])([O-])=O.[K+].[K+]. The catalyst is O1CCOCC1.O.C1C=CC([P]([Pd]([P](C2C=CC=CC=2)(C2C=CC=CC=2)C2C=CC=CC=2)([P](C2C=CC=CC=2)(C2C=CC=CC=2)C2C=CC=CC=2)[P](C2C=CC=CC=2)(C2C=CC=CC=2)C2C=CC=CC=2)(C2C=CC=CC=2)C2C=CC=CC=2)=CC=1. The product is [N:19]1[CH:18]=[C:17]([C:2]2[CH:7]=[C:6]([O:8][C:9]3[CH:10]=[CH:11][C:12]([NH2:15])=[N:13][CH:14]=3)[CH:5]=[CH:4][N:3]=2)[CH:22]=[N:21][CH:20]=1. The yield is 0.220.